The task is: Binary Classification. Given a T-cell receptor sequence (or CDR3 region) and an epitope sequence, predict whether binding occurs between them.. This data is from TCR-epitope binding with 47,182 pairs between 192 epitopes and 23,139 TCRs. (1) The TCR CDR3 sequence is CASSQGVHEQFF. The epitope is LVLSVNPYV. Result: 0 (the TCR does not bind to the epitope). (2) The epitope is AMFWSVPTV. The TCR CDR3 sequence is CASSFEGDSDEQYF. Result: 0 (the TCR does not bind to the epitope). (3) The epitope is IVTDFSVIK. The TCR CDR3 sequence is CASSGPGGVDEQYF. Result: 1 (the TCR binds to the epitope).